From a dataset of Forward reaction prediction with 1.9M reactions from USPTO patents (1976-2016). Predict the product of the given reaction. (1) The product is: [NH2:67][C:62]1[CH:61]=[C:60]([C:56]([CH3:59])([CH3:57])[CH3:58])[CH:65]=[CH:64][C:63]=1[NH:66][C:34](=[O:35])[CH2:33][CH2:32][CH:30]1[CH2:31][CH:28]([N:27]([CH2:26][C@@H:18]2[C@@H:19]3[C@@H:20]([O:21][C:22]([CH3:24])([CH3:25])[O:23]3)[C@H:16]([N:13]3[C:9]4[N:10]=[CH:11][N:12]=[C:7]([NH:6][CH2:5][C:4]5[CH:41]=[CH:42][C:43]([O:45][CH3:46])=[CH:44][C:3]=5[O:2][CH3:1])[C:8]=4[CH:15]=[CH:14]3)[CH2:17]2)[CH2:37][CH:38]([CH3:39])[CH3:40])[CH2:29]1. Given the reactants [CH3:1][O:2][C:3]1[CH:44]=[C:43]([O:45][CH3:46])[CH:42]=[CH:41][C:4]=1[CH2:5][NH:6][C:7]1[C:8]2[CH:15]=[CH:14][N:13]([C@H:16]3[C@@H:20]4[O:21][C:22]([CH3:25])([CH3:24])[O:23][C@@H:19]4[C@@H:18]([CH2:26][N:27]([CH2:37][CH:38]([CH3:40])[CH3:39])[CH:28]4[CH2:31][CH:30]([CH2:32][CH2:33][C:34](O)=[O:35])[CH2:29]4)[CH2:17]3)[C:9]=2[N:10]=[CH:11][N:12]=1.C(N(CC)C(C)C)(C)C.[C:56]([C:60]1[CH:61]=[C:62]([NH2:67])[C:63]([NH2:66])=[CH:64][CH:65]=1)([CH3:59])([CH3:58])[CH3:57], predict the reaction product. (2) Given the reactants [CH2:1]([O:8][C:9]([NH:11][C@@H:12]([CH2:16][C:17]1C2C(=CC=CC=2)[CH:20]=[CH:19][CH:18]=1)[C:13](O)=[O:14])=[O:10])[C:2]1[CH:7]=[CH:6][CH:5]=[CH:4][CH:3]=1.CN(C(ON1N=N[C:37]2[CH:38]=[CH:39][CH:40]=[N:41][C:36]1=2)=[N+](C)C)C.F[P-](F)(F)(F)(F)F.C(Cl)Cl.CCN([CH:60]([CH3:62])[CH3:61])C(C)C, predict the reaction product. The product is: [CH2:1]([O:8][C:9]([NH:11][C@@H:12]([CH2:16][C:17]1[C:60]2[C:61](=[CH:3][CH:2]=[CH:7][CH:62]=2)[CH:20]=[CH:19][CH:18]=1)[C:13]([NH:41][C@@H:40]([CH2:39][CH2:38][CH2:37][CH3:36])[C:9]([O:8][CH3:1])=[O:10])=[O:14])=[O:10])[C:2]1[CH:3]=[CH:4][CH:5]=[CH:6][CH:7]=1. (3) Given the reactants [Cl:1][C:2]1[C:3]([F:22])=[C:4]([CH:19]=[CH:20][CH:21]=1)[NH:5][C:6]1[C:15]2[C:10](=[CH:11][C:12]([O:17][CH3:18])=[C:13]([OH:16])[CH:14]=2)[N:9]=[CH:8][N:7]=1.N1C=CC=CC=1.[S:29](O[S:29]([C:32]([F:35])([F:34])[F:33])(=[O:31])=[O:30])([C:32]([F:35])([F:34])[F:33])(=[O:31])=[O:30], predict the reaction product. The product is: [Cl:1][C:2]1[C:3]([F:22])=[C:4]([CH:19]=[CH:20][CH:21]=1)[NH:5][C:6]1[C:15]2[C:10](=[CH:11][C:12]([O:17][CH3:18])=[C:13]([O:16][S:29]([C:32]([F:35])([F:34])[F:33])(=[O:31])=[O:30])[CH:14]=2)[N:9]=[CH:8][N:7]=1. (4) Given the reactants [CH2:1]([O:8][C:9]1[CH:13]=[C:12]([CH:14]([CH3:16])[CH3:15])[S:11][C:10]=1[C:17](N(OC)C)=[O:18])[C:2]1[CH:7]=[CH:6][CH:5]=[CH:4][CH:3]=1.[CH3:23][O:24][C:25]1[CH:30]=[CH:29][C:28]([Mg]Br)=[CH:27][CH:26]=1, predict the reaction product. The product is: [CH2:1]([O:8][C:9]1[CH:13]=[C:12]([CH:14]([CH3:15])[CH3:16])[S:11][C:10]=1[C:17]([C:28]1[CH:29]=[CH:30][C:25]([O:24][CH3:23])=[CH:26][CH:27]=1)=[O:18])[C:2]1[CH:3]=[CH:4][CH:5]=[CH:6][CH:7]=1. (5) Given the reactants [C:1]12([CH2:11][S:12]([OH:15])(=[O:14])=[O:13])[C:8]([CH3:10])([CH3:9])[CH:5]([CH2:6][CH2:7]1)[CH2:4][C:2]2=[O:3].[C:16]([OH:25])(=[O:24])[C:17]1[C:18](=[CH:20][CH:21]=[CH:22][CH:23]=1)[OH:19].[OH-].[CH2:27]([P+:31]([CH2:40][CH2:41][CH2:42][CH3:43])([CH2:36][CH2:37][CH2:38][CH3:39])[CH2:32][CH2:33][CH2:34][CH3:35])[CH2:28][CH2:29][CH3:30], predict the reaction product. The product is: [C:16]([O-:25])(=[O:24])[C:17]1[C:18](=[CH:20][CH:21]=[CH:22][CH:23]=1)[OH:19].[CH2:40]([P+:31]([CH2:27][CH2:28][CH2:29][CH3:30])([CH2:32][CH2:33][CH2:34][CH3:35])[CH2:36][CH2:37][CH2:38][CH3:39])[CH2:41][CH2:42][CH3:43].[C:1]12([CH2:11][S:12]([OH:15])(=[O:13])=[O:14])[C:8]([CH3:10])([CH3:9])[CH:5]([CH2:6][CH2:7]1)[CH2:4][C:2]2=[O:3]. (6) Given the reactants N1(C2C=CC(CC(O)=O)=CC=2)C=NN=N1.[Cl-:16].[Br:17][C:18]1[C:26]2[CH2:25][O:24][C:23](=[O:27])[C:22]=2[CH:21]=[CH:20][C:19]=1[CH2:28][CH2:29][CH:30]1[CH2:35][CH2:34][NH2+:33][CH2:32][CH2:31]1, predict the reaction product. The product is: [Cl-:16].[Br:17][C:18]1[C:26]2[CH2:25][O:24][C:23](=[O:27])[C:22]=2[CH:21]=[CH:20][C:19]=1/[CH:28]=[CH:29]\[CH:30]1[CH2:35][CH2:34][NH2+:33][CH2:32][CH2:31]1. (7) The product is: [Cl:18][C:15]1[CH:16]=[CH:17][C:12]([C:10]2[C:9]3[C:4](=[CH:5][CH:6]=[CH:7][CH:8]=3)[N:3]=[C:2]([NH:19][CH2:20][CH2:21][CH2:22][N:23]3[CH2:28][CH2:27][CH:26]([C:29]4[CH:30]=[C:31]([NH:35][C:36](=[O:38])[CH3:37])[CH:32]=[CH:33][CH:34]=4)[CH2:25][CH2:24]3)[N:11]=2)=[CH:13][CH:14]=1. Given the reactants Cl[C:2]1[N:11]=[C:10]([C:12]2[CH:17]=[CH:16][C:15]([Cl:18])=[CH:14][CH:13]=2)[C:9]2[C:4](=[CH:5][CH:6]=[CH:7][CH:8]=2)[N:3]=1.[NH2:19][CH2:20][CH2:21][CH2:22][N:23]1[CH2:28][CH2:27][CH:26]([C:29]2[CH:30]=[C:31]([NH:35][C:36](=[O:38])[CH3:37])[CH:32]=[CH:33][CH:34]=2)[CH2:25][CH2:24]1, predict the reaction product.